Predict the reactants needed to synthesize the given product. From a dataset of Full USPTO retrosynthesis dataset with 1.9M reactions from patents (1976-2016). (1) Given the product [Cl:1][C:2]1[CH:3]=[C:4]([C:9]23[CH2:14][CH:13]2[CH2:12][N:11]([CH3:16])[CH:10]3[CH3:15])[CH:5]=[CH:6][C:7]=1[Cl:8], predict the reactants needed to synthesize it. The reactants are: [Cl:1][C:2]1[CH:3]=[C:4]([C:9]23[CH2:14][CH:13]2[CH2:12][NH:11][CH:10]3[CH3:15])[CH:5]=[CH:6][C:7]=1[Cl:8].[CH3:16]CN(C(C)C)C(C)C.CI. (2) Given the product [NH2:8][C:5]1[N:6]=[CH:7][C:2]([C:28]2[CH:27]=[CH:26][C:25]([S:22]([N:21]([CH3:34])[CH3:20])(=[O:23])=[O:24])=[CH:30][CH:29]=2)=[N:3][C:4]=1[C:9]1[N:10]([CH2:18][CH3:19])[C:11]2[CH:16]=[CH:15][N:14]=[CH:13][C:12]=2[N:17]=1, predict the reactants needed to synthesize it. The reactants are: Br[C:2]1[N:3]=[C:4]([C:9]2[N:10]([CH2:18][CH3:19])[C:11]3[CH:16]=[CH:15][N:14]=[CH:13][C:12]=3[N:17]=2)[C:5]([NH2:8])=[N:6][CH:7]=1.[CH3:20][N:21]([CH3:34])[S:22]([C:25]1[CH:30]=[CH:29][C:28](B(O)O)=[CH:27][CH:26]=1)(=[O:24])=[O:23].C([O-])([O-])=O.[K+].[K+]. (3) Given the product [Cl:1][C:2]1[CH:3]=[C:4]([C:9]2([C:22]([F:23])([F:25])[F:24])[O:13][N:12]=[C:11]([C:14]3[CH:15]=[CH:16][C:17]([CH3:21])=[C:18]([NH:19][C:30](=[O:31])[C:29]4[CH:33]=[CH:34][CH:35]=[C:27]([Br:26])[CH:28]=4)[CH:20]=3)[CH2:10]2)[CH:5]=[C:6]([Cl:8])[CH:7]=1, predict the reactants needed to synthesize it. The reactants are: [Cl:1][C:2]1[CH:3]=[C:4]([C:9]2([C:22]([F:25])([F:24])[F:23])[O:13][N:12]=[C:11]([C:14]3[CH:15]=[CH:16][C:17]([CH3:21])=[C:18]([CH:20]=3)[NH2:19])[CH2:10]2)[CH:5]=[C:6]([Cl:8])[CH:7]=1.[Br:26][C:27]1[CH:28]=[C:29]([CH:33]=[CH:34][CH:35]=1)[C:30](O)=[O:31].Cl.C(N(CC)CCCN=C=NCC)C.C(=O)([O-])O.[Na+]. (4) Given the product [CH2:1]([O:3][C:4]1[CH:5]=[C:6]([C:10]([O:13][CH3:14])([CH3:11])[CH3:12])[CH:7]=[CH:8][C:9]=1[I:15])[CH3:2], predict the reactants needed to synthesize it. The reactants are: [CH2:1]([O:3][C:4]1[CH:9]=[CH:8][CH:7]=[C:6]([C:10]([O:13][CH3:14])([CH3:12])[CH3:11])[CH:5]=1)[CH3:2].[I:15]N1C(=O)CCC1=O.FC(F)(F)C(O)=O. (5) Given the product [CH3:1][O:2][C:3]([NH:5][CH:6]([CH2:10][CH2:9][C:11]1[CH:16]=[CH:15][CH:14]=[C:13]([O:17][CH3:18])[C:12]=1[O:19][CH3:20])[C:7]([OH:21])=[O:8])=[O:4], predict the reactants needed to synthesize it. The reactants are: [CH3:1][O:2][C:3]([NH:5][C:6]1[C:7](=[O:21])[O:8][CH:9]([C:11]2[CH:16]=[CH:15][CH:14]=[C:13]([O:17][CH3:18])[C:12]=2[O:19][CH3:20])[CH:10]=1)=[O:4]. (6) Given the product [F:25][C:19]1[CH:20]=[C:21]([NH:24][C:55]([C:52]2[C:53](=[O:54])[N:48]([C:45]3[CH:46]=[CH:47][C:42]([F:41])=[CH:43][CH:44]=3)[N:49]=[CH:50][CH:51]=2)=[O:56])[CH:22]=[CH:23][C:18]=1[O:17][C:16]1[CH:15]=[CH:14][N:13]=[C:12]2[N:8]([CH2:7][C:6]3[CH:5]=[CH:4][C:3]([O:2][CH3:1])=[CH:40][CH:39]=3)[N:9]=[C:10]([C:26]3[CH2:31][CH2:30][N:29]([C:32]([O:34][C:35]([CH3:37])([CH3:36])[CH3:38])=[O:33])[CH2:28][CH:27]=3)[C:11]=12, predict the reactants needed to synthesize it. The reactants are: [CH3:1][O:2][C:3]1[CH:40]=[CH:39][C:6]([CH2:7][N:8]2[C:12]3=[N:13][CH:14]=[CH:15][C:16]([O:17][C:18]4[CH:23]=[CH:22][C:21]([NH2:24])=[CH:20][C:19]=4[F:25])=[C:11]3[C:10]([C:26]3[CH2:31][CH2:30][N:29]([C:32]([O:34][C:35]([CH3:38])([CH3:37])[CH3:36])=[O:33])[CH2:28][CH:27]=3)=[N:9]2)=[CH:5][CH:4]=1.[F:41][C:42]1[CH:47]=[CH:46][C:45]([N:48]2[C:53](=[O:54])[C:52]([C:55](O)=[O:56])=[CH:51][CH:50]=[N:49]2)=[CH:44][CH:43]=1.Cl.C(N=C=NCCCN(C)C)C.N1(O)C2C=CC=CC=2N=N1.C(N(C(C)C)C(C)C)C.